This data is from HIV replication inhibition screening data with 41,000+ compounds from the AIDS Antiviral Screen. The task is: Binary Classification. Given a drug SMILES string, predict its activity (active/inactive) in a high-throughput screening assay against a specified biological target. (1) The result is 0 (inactive). The compound is O=S(=O)(Sc1ccccc1)c1ccccc1. (2) The drug is CCCC[P+](CCCC)(CCCC)C(C(=O)OC)C(C(=O)OC)=C1SC(C(=O)OC)=C(C(=O)OC)S1.[Cl-]. The result is 0 (inactive). (3) The drug is Clc1cc(OC23CC4CC(CC(C4)C2)C3)nc(Cl)n1. The result is 0 (inactive). (4) The compound is NC1(S(=O)(=O)O)c2ccccc2-c2ccccc21. The result is 0 (inactive). (5) The molecule is CNC(=O)OCC1=CC(=O)C(OC)=CC1=O. The result is 0 (inactive).